Dataset: Forward reaction prediction with 1.9M reactions from USPTO patents (1976-2016). Task: Predict the product of the given reaction. (1) Given the reactants C[N:2](C)[CH:3]=[CH:4][C:5]([C:7]1[C:12](=[O:13])[CH:11]=[CH:10][N:9]([C:14]2[CH:19]=[CH:18][CH:17]=[CH:16][C:15]=2[F:20])[N:8]=1)=O.[C:22]1([NH:28]N)[CH:27]=[CH:26][CH:25]=[CH:24][CH:23]=1, predict the reaction product. The product is: [F:20][C:15]1[CH:16]=[CH:17][CH:18]=[CH:19][C:14]=1[N:9]1[CH:10]=[CH:11][C:12](=[O:13])[C:7]([C:5]2[N:28]([C:22]3[CH:27]=[CH:26][CH:25]=[CH:24][CH:23]=3)[N:2]=[CH:3][CH:4]=2)=[N:8]1. (2) Given the reactants BrC1C([C@@H](N[C:20](=[O:38])[CH2:21][N:22]2[C:30]3[C:29]([F:32])([F:31])[CH2:28][CH2:27][C:26](F)(F)[C:25]=3[C:24]([CH:35]([F:37])[F:36])=[N:23]2)CC2C=C(F)C=C(F)C=2)=NC=C(Br)C=1.[NH2:39][C@H:40]([C:50]1[C:55]([C:56]2[CH:57]=[CH:58][C:59]([O:71][CH3:72])=[C:60]3[C:64]=2[N:63]([CH3:65])[N:62]=[C:61]3[NH:66][S:67]([CH3:70])(=[O:69])=[O:68])=[CH:54][CH:53]=[C:52]([C:73]#[C:74][C:75]([OH:78])([CH3:77])[CH3:76])[N:51]=1)[CH2:41][C:42]1[CH:47]=[C:46]([F:48])[CH:45]=[C:44]([F:49])[CH:43]=1.FC(F)C1C2[C@H]3C[C@H]3C(F)(F)C=2N(CC(O)=O)N=1, predict the reaction product. The product is: [F:37][CH:35]([F:36])[C:24]1[C:25]2[C@H:26]3[CH2:27][C@H:28]3[C:29]([F:31])([F:32])[C:30]=2[N:22]([CH2:21][C:20]([NH:39][C@H:40]([C:50]2[C:55]([C:56]3[CH:57]=[CH:58][C:59]([O:71][CH3:72])=[C:60]4[C:64]=3[N:63]([CH3:65])[N:62]=[C:61]4[NH:66][S:67]([CH3:70])(=[O:69])=[O:68])=[CH:54][CH:53]=[C:52]([C:73]#[C:74][C:75]([OH:78])([CH3:76])[CH3:77])[N:51]=2)[CH2:41][C:42]2[CH:47]=[C:46]([F:48])[CH:45]=[C:44]([F:49])[CH:43]=2)=[O:38])[N:23]=1.